This data is from Forward reaction prediction with 1.9M reactions from USPTO patents (1976-2016). The task is: Predict the product of the given reaction. (1) Given the reactants [F:1][C:2]([F:13])([F:12])[C:3](O[C:3](=[O:4])[C:2]([F:13])([F:12])[F:1])=[O:4].[CH2:14]([O:16][C:17](=[O:47])[C:18]([CH3:46])([O:35][C:36]1[CH:41]=[CH:40][C:39]([C:42]([F:45])([F:44])[F:43])=[CH:38][CH:37]=1)[CH:19]([C:21]1[CH:26]=[CH:25][CH:24]=[C:23]([O:27][CH2:28][C:29]2[CH:34]=[CH:33][CH:32]=[CH:31][CH:30]=2)[CH:22]=1)[OH:20])[CH3:15].N1C=CC=CC=1, predict the reaction product. The product is: [CH2:14]([O:16][C:17](=[O:47])[C:18]([CH3:46])([O:35][C:36]1[CH:37]=[CH:38][C:39]([C:42]([F:43])([F:45])[F:44])=[CH:40][CH:41]=1)[CH:19]([C:21]1[CH:26]=[CH:25][CH:24]=[C:23]([O:27][CH2:28][C:29]2[CH:34]=[CH:33][CH:32]=[CH:31][CH:30]=2)[CH:22]=1)[O:20][C:3](=[O:4])[C:2]([F:13])([F:12])[F:1])[CH3:15]. (2) Given the reactants [OH-].[Na+].[CH2:3]([C:18]([OH:20])=[O:19])[CH2:4][CH2:5][CH2:6][CH2:7][CH2:8][CH2:9][CH2:10][CH2:11][CH2:12][CH2:13][CH2:14][C:15]([OH:17])=[O:16].[N+]([O-])([O-])=O.[Ag+:25].[Ag], predict the reaction product. The product is: [CH2:3]([C:18]([O-:20])=[O:19])[CH2:4][CH2:5][CH2:6][CH2:7][CH2:8][CH2:9][CH2:10][CH2:11][CH2:12][CH2:13][CH2:14][C:15]([O-:17])=[O:16].[Ag+2:25]. (3) The product is: [F:28][C:2]([F:1])([C:18]1[CH:23]=[CH:22][C:21]([C:24]([F:25])([F:26])[F:27])=[CH:20][CH:19]=1)[CH2:3][N:4]1[CH2:5][CH2:6][CH:7]([NH2:10])[CH2:8][CH2:9]1. Given the reactants [F:1][C:2]([F:28])([C:18]1[CH:23]=[CH:22][C:21]([C:24]([F:27])([F:26])[F:25])=[CH:20][CH:19]=1)[CH2:3][N:4]1[CH2:9][CH2:8][CH:7]([NH:10]C(=O)OC(C)(C)C)[CH2:6][CH2:5]1.C(O)(C(F)(F)F)=O, predict the reaction product. (4) Given the reactants [CH3:1][O:2][C:3]1[CH:8]=[CH:7][C:6]([CH:9]([C:13]2[CH:18]=[CH:17][C:16]([O:19][CH3:20])=[CH:15][CH:14]=2)[CH2:10][C:11]#[N:12])=[CH:5][CH:4]=1.[H-].[H-].[H-].[H-].[Li+].[Al+3].C(=O)(O)[O-].[Na+].S([O-])([O-])(=O)=O.[Mg+2], predict the reaction product. The product is: [CH3:20][O:19][C:16]1[CH:15]=[CH:14][C:13]([CH:9]([C:6]2[CH:5]=[CH:4][C:3]([O:2][CH3:1])=[CH:8][CH:7]=2)[CH2:10][CH2:11][NH2:12])=[CH:18][CH:17]=1. (5) Given the reactants F[P-](F)(F)(F)(F)F.N1(OC(N(C)C)=[N+](C)C)C2N=CC=CC=2N=N1.[C:25]1([C:31]2[C:39]3[C:38]([N:40]4[CH2:45][CH2:44][CH2:43][CH:42]([C:46]([OH:48])=O)[CH2:41]4)=[N:37][CH:36]=[N:35][C:34]=3[S:33][CH:32]=2)[CH:30]=[CH:29][CH:28]=[CH:27][CH:26]=1.C(N(CC)CC)C.[O:56]1[CH2:61][CH2:60][N:59]([CH2:62][CH2:63][NH2:64])[CH2:58][CH2:57]1, predict the reaction product. The product is: [O:56]1[CH2:61][CH2:60][N:59]([CH2:62][CH2:63][NH:64][C:46]([CH:42]2[CH2:43][CH2:44][CH2:45][N:40]([C:38]3[C:39]4[C:31]([C:25]5[CH:30]=[CH:29][CH:28]=[CH:27][CH:26]=5)=[CH:32][S:33][C:34]=4[N:35]=[CH:36][N:37]=3)[CH2:41]2)=[O:48])[CH2:58][CH2:57]1. (6) Given the reactants [N:1]1([S:7]([C:10]2[CH:15]=[CH:14][C:13]([NH:16][C:17]([NH2:19])=[S:18])=[CH:12][CH:11]=2)(=[O:9])=[O:8])[CH2:6][CH2:5][O:4][CH2:3][CH2:2]1.Br.[C:21]([NH:24][C:25]1(NC2C=C(C=CC=2)C(O)=O)[NH:29][C:28]([CH3:35])(C2SC=NC=2)[CH2:27][S:26]1)(=[O:23])[CH3:22].[CH3:46][CH2:47]O, predict the reaction product. The product is: [CH3:35][C:28]1[N:29]=[C:25]([NH:24][C:21](=[O:23])[CH3:22])[S:26][C:27]=1[C:46]1[N:19]=[C:17]([NH:16][C:13]2[CH:12]=[CH:11][C:10]([S:7]([N:1]3[CH2:6][CH2:5][O:4][CH2:3][CH2:2]3)(=[O:8])=[O:9])=[CH:15][CH:14]=2)[S:18][CH:47]=1. (7) Given the reactants [C:1]([C:5]1[N:6]=[C:7]([NH2:10])[S:8][CH:9]=1)([CH3:4])([CH3:3])[CH3:2].[C:11]([O:15][C:16]([N:18]1[CH2:23][CH2:22][N:21]([C:24]2[CH:29]=[CH:28][C:27]([NH:30][C:31](OC3C=CC([N+]([O-])=O)=CC=3)=[O:32])=[CH:26][CH:25]=2)[CH2:20][CH2:19]1)=[O:17])([CH3:14])([CH3:13])[CH3:12], predict the reaction product. The product is: [C:11]([O:15][C:16]([N:18]1[CH2:23][CH2:22][N:21]([C:24]2[CH:25]=[CH:26][C:27]([NH:30][C:31]([NH:10][C:7]3[S:8][CH:9]=[C:5]([C:1]([CH3:4])([CH3:3])[CH3:2])[N:6]=3)=[O:32])=[CH:28][CH:29]=2)[CH2:20][CH2:19]1)=[O:17])([CH3:14])([CH3:12])[CH3:13]. (8) Given the reactants Cl[C:2]1[C:11]2[C:6](=[C:7]([O:12][CH3:13])[CH:8]=[CH:9][CH:10]=2)[CH:5]=[C:4]([NH:14][C:15]2[CH:19]=[C:18]([CH3:20])[NH:17][N:16]=2)[N:3]=1, predict the reaction product. The product is: [CH:7]([O:12][C:2]1[C:11]2[C:6](=[C:7]([O:12][CH3:13])[CH:8]=[CH:9][CH:10]=2)[CH:5]=[C:4]([NH:14][C:15]2[CH:19]=[C:18]([CH3:20])[NH:17][N:16]=2)[N:3]=1)([CH3:8])[CH3:6]. (9) Given the reactants [F:1][C:2]1([F:8])[CH2:4][CH:3]1C(O)=O.C1(P(N=[N+]=[N-])(C2C=CC=CC=2)=O)C=CC=CC=1.C([N:28]([CH2:31]C)CC)C.[Cl:33][C:34]1[CH:39]=[CH:38][C:37]([CH3:40])=[CH:36][C:35]=1[NH:41][C:42]1[N:47]2[N:48]=[CH:49][C:50]([S:51]([NH2:54])(=[O:53])=[O:52])=[C:46]2[N:45]=[CH:44][C:43]=1[C:55]([N:57]1[CH2:62][CH2:61][CH:60]([C:63]2[CH:68]=[CH:67][C:66]([F:69])=[CH:65][CH:64]=2)[CH2:59][CH2:58]1)=[O:56].C(=O)([O-])[O-:71].[K+].[K+].C(O)(=O)CC(CC(O)=O)(C(O)=O)O, predict the reaction product. The product is: [Cl:33][C:34]1[CH:39]=[CH:38][C:37]([CH3:40])=[CH:36][C:35]=1[NH:41][C:42]1[N:47]2[N:48]=[CH:49][C:50]([S:51]([NH:54][C:31](=[O:71])[NH:28][CH:3]3[CH2:4][C:2]3([F:1])[F:8])(=[O:53])=[O:52])=[C:46]2[N:45]=[CH:44][C:43]=1[C:55]([N:57]1[CH2:62][CH2:61][CH:60]([C:63]2[CH:64]=[CH:65][C:66]([F:69])=[CH:67][CH:68]=2)[CH2:59][CH2:58]1)=[O:56].